This data is from Catalyst prediction with 721,799 reactions and 888 catalyst types from USPTO. The task is: Predict which catalyst facilitates the given reaction. (1) Reactant: [CH3:1][N:2]([CH2:4][C:5]1[CH:6]=[C:7]([C:18]([OH:20])=O)[CH:8]=[C:9]([C:11]2[CH:16]=[CH:15][C:14]([CH3:17])=[CH:13][CH:12]=2)[CH:10]=1)[CH3:3].Cl.Cl.[CH3:23][C:24]1[N:29]=[CH:28][C:27]([C@H:30]([NH2:32])[CH3:31])=[CH:26][CH:25]=1.F[P-](F)(F)(F)(F)F.C[N+](C)=C(N(C)C)ON1C2N=CC=CC=2N=N1.C(N(CC)C(C)C)(C)C. Product: [CH3:3][N:2]([CH2:4][C:5]1[CH:6]=[C:7]([C:18]([NH:32][C@@H:30]([C:27]2[CH:28]=[N:29][C:24]([CH3:23])=[CH:25][CH:26]=2)[CH3:31])=[O:20])[CH:8]=[C:9]([C:11]2[CH:12]=[CH:13][C:14]([CH3:17])=[CH:15][CH:16]=2)[CH:10]=1)[CH3:1]. The catalyst class is: 9. (2) Reactant: [Si]([O:8][C:9]1[CH:14]=[CH:13][C:12]([C:15](=O)[CH2:16][C:17](=O)[C:18]([F:21])([F:20])[F:19])=[CH:11][C:10]=1[CH2:24][CH3:25])(C(C)(C)C)(C)C.Cl.F[C:28]1[CH:33]=[C:32]([S:34]([CH3:37])(=[O:36])=[O:35])[CH:31]=[CH:30][C:29]=1[NH:38][NH2:39].O.[F-:41].C([N+](CCCC)(CCCC)CCCC)CCC. Product: [CH2:24]([C:10]1[CH:11]=[C:12]([C:15]2[N:38]([C:29]3[CH:30]=[CH:31][C:32]([S:34]([CH3:37])(=[O:36])=[O:35])=[C:33]([F:41])[CH:28]=3)[N:39]=[C:17]([C:18]([F:19])([F:20])[F:21])[CH:16]=2)[CH:13]=[CH:14][C:9]=1[OH:8])[CH3:25]. The catalyst class is: 8. (3) Reactant: [Br:1]Br.[S:3]1[CH:7]=[CH:6][CH:5]=[CH:4]1.C([O:11][CH2:12][CH3:13])(=O)C.[C:14](O)(=O)[CH3:15]. Product: [Br:1][C:7]1[S:3][C:4]2[CH2:14][CH2:15][CH2:13][C:12](=[O:11])[C:5]=2[CH:6]=1. The catalyst class is: 6. (4) Reactant: Cl[C:2]1[C:11]2[C:6](=[CH:7][C:8]([O:14][CH3:15])=[C:9]([O:12][CH3:13])[CH:10]=2)[N:5]=[CH:4][CH:3]=1.[OH:16][C:17]1[CH:30]=[CH:29][C:28]([CH3:31])=[CH:27][C:18]=1[C:19]([C:21]1[CH:26]=[CH:25][CH:24]=[CH:23][CH:22]=1)=[O:20]. Product: [CH3:13][O:12][C:9]1[CH:10]=[C:11]2[C:6](=[CH:7][C:8]=1[O:14][CH3:15])[N:5]=[CH:4][CH:3]=[C:2]2[O:16][C:17]1[CH:30]=[CH:29][C:28]([CH3:31])=[CH:27][C:18]=1[C:19]([C:21]1[CH:22]=[CH:23][CH:24]=[CH:25][CH:26]=1)=[O:20]. The catalyst class is: 420. (5) Product: [CH3:38][C:33]1([CH3:39])[C:34]([CH3:37])([CH3:36])[O:35][B:31]([C:2]2[CH:3]=[C:4]3[C:9](=[CH:10][CH:11]=2)[N:8]=[CH:7][CH:6]=[C:5]3[N:12]2[CH2:17][CH2:16][CH2:15][C@H:14]([NH:18][C:19](=[O:25])[O:20][C:21]([CH3:24])([CH3:23])[CH3:22])[CH2:13]2)[O:32]1. The catalyst class is: 62. Reactant: Br[C:2]1[CH:3]=[C:4]2[C:9](=[CH:10][CH:11]=1)[N:8]=[CH:7][CH:6]=[C:5]2[N:12]1[CH2:17][CH2:16][CH2:15][C@H:14]([NH:18][C:19](=[O:25])[O:20][C:21]([CH3:24])([CH3:23])[CH3:22])[CH2:13]1.C([O-])(=O)C.[K+].[B:31]1([B:31]2[O:35][C:34]([CH3:37])([CH3:36])[C:33]([CH3:39])([CH3:38])[O:32]2)[O:35][C:34]([CH3:37])([CH3:36])[C:33]([CH3:39])([CH3:38])[O:32]1.C1(P(C2CCCCC2)C2CCCCC2)CCCCC1. (6) Reactant: [CH2:1]([NH2:4])[CH:2]=[CH2:3].C([O-])([O-])=O.[K+].[K+].CCOC(C)=O.Cl[C:18]([O:20][CH2:21][C:22]1[CH:27]=[CH:26][CH:25]=[CH:24][CH:23]=1)=[O:19]. Product: [CH2:1]([NH:4][C:18](=[O:19])[O:20][CH2:21][C:22]1[CH:27]=[CH:26][CH:25]=[CH:24][CH:23]=1)[CH:2]=[CH2:3]. The catalyst class is: 6. (7) Reactant: [CH3:1][O:2][C:3]1[CH:4]=[CH:5][C:6]2[NH:12][C:11](=[O:13])[N:10]([CH:14]3[CH2:19][CH2:18][N:17]([C:20]4[N:25]=[CH:24][N:23]=[C:22]([C:26]([OH:28])=O)[CH:21]=4)[CH2:16][CH2:15]3)[CH2:9][CH2:8][C:7]=2[CH:29]=1.[CH3:30][O:31][C:32]1[CH:40]=[C:39]2[C:35]([CH2:36][CH2:37][NH:38]2)=[CH:34][CH:33]=1.CN(C(ON1N=NC2C=CC=CC1=2)=[N+](C)C)C.[B-](F)(F)(F)F. Product: [CH3:1][O:2][C:3]1[CH:4]=[CH:5][C:6]2[NH:12][C:11](=[O:13])[N:10]([CH:14]3[CH2:15][CH2:16][N:17]([C:20]4[CH:21]=[C:22]([C:26]([N:38]5[C:39]6[C:35](=[CH:34][CH:33]=[C:32]([O:31][CH3:30])[CH:40]=6)[CH2:36][CH2:37]5)=[O:28])[N:23]=[CH:24][N:25]=4)[CH2:18][CH2:19]3)[CH2:9][CH2:8][C:7]=2[CH:29]=1. The catalyst class is: 3. (8) Reactant: [Cl:1][C:2]1[CH:30]=[CH:29][CH:28]=[C:27]([F:31])[C:3]=1[CH2:4][N:5]1[C:13]2[C:12](=[O:14])[N:11]([CH3:15])[C:10](=[O:16])[N:9]([CH3:17])[C:8]=2[N:7]=[C:6]1[N:18]1[CH2:23][CH2:22][CH2:21][CH:20]([C:24](O)=[O:25])[CH2:19]1.[NH2:32][CH2:33][CH2:34][OH:35].CCOC(C)=O.CO. Product: [Cl:1][C:2]1[CH:30]=[CH:29][CH:28]=[C:27]([F:31])[C:3]=1[CH2:4][N:5]1[C:13]2[C:12](=[O:14])[N:11]([CH3:15])[C:10](=[O:16])[N:9]([CH3:17])[C:8]=2[N:7]=[C:6]1[N:18]1[CH2:23][CH2:22][CH2:21][CH:20]([C:24]([NH:32][CH2:33][CH2:34][OH:35])=[O:25])[CH2:19]1. The catalyst class is: 2. (9) Reactant: [CH2:1]([Li])[CH2:2][CH2:3]C.[CH:6](NC(C)C)(C)[CH3:7].[C:13]([O:17][C:18]([N:20]1[CH2:28][CH2:27][CH:23]([C:24]([O-:26])=[O:25])[CH2:22][CH2:21]1)=[O:19])([CH3:16])([CH3:15])[CH3:14].C(Br)C=C.[Cl-].[NH4+]. Product: [CH2:3]([CH:21]1[CH2:22][CH:23]([C:24]([O:26][CH2:6][CH3:7])=[O:25])[CH2:27][CH2:28][N:20]1[C:18]([O:17][C:13]([CH3:16])([CH3:14])[CH3:15])=[O:19])[CH:2]=[CH2:1]. The catalyst class is: 392.